From a dataset of Reaction yield outcomes from USPTO patents with 853,638 reactions. Predict the reaction yield, written as a fraction of the theoretical maximum amount of product (1.0 means a 100% yield; for example, 0.34 means a 34% yield). (1) The reactants are [C:1](=[O:4])([O-])[O-].[K+].[K+].S([O:12][CH3:13])(OC)(=O)=O.CC(C)=O.[CH3:18][O:19][C:20]1[C:25]([O:26][CH3:27])=[CH:24][C:23]([O:28][CH3:29])=[C:22](O)[C:21]=1O. The catalyst is CCOC(C)=O.CCCCCC. The product is [CH3:29][O:28][C:23]1[CH:24]=[C:25]([O:26][CH3:27])[C:20]([O:19][CH3:18])=[C:21]([O:12][CH3:13])[C:22]=1[O:4][CH3:1]. The yield is 0.990. (2) The reactants are [CH3:1][C:2]([CH3:12])=[CH:3][CH2:4][C:5]1[CH:10]=[CH:9][C:8]([OH:11])=[CH:7][CH:6]=1.O. The catalyst is [Ru].C(O)(C)C. The product is [CH2:4]([C@@H:5]1[CH2:6][CH2:7][C@H:8]([OH:11])[CH2:9][CH2:10]1)[CH2:3][CH:2]([CH3:12])[CH3:1].[CH2:4]([C@H:5]1[CH2:6][CH2:7][C@H:8]([OH:11])[CH2:9][CH2:10]1)[CH2:3][CH:2]([CH3:12])[CH3:1]. The yield is 0.538. (3) The reactants are [CH3:1][CH:2]([N:4]1[C:12]2[CH:11]=[C:10]([C:13]([F:16])([F:15])[F:14])[CH:9]=C(C#N)[C:7]=2[CH:6]=[CH:5]1)[CH3:3].[OH-:19].[Na+].[CH2:21]([OH:23])[CH3:22]. No catalyst specified. The product is [CH:2]([N:4]1[C:12]2[CH:11]=[C:10]([C:13]([F:16])([F:15])[F:14])[CH:9]=[C:22]([C:21]([OH:19])=[O:23])[C:7]=2[CH:6]=[CH:5]1)([CH3:3])[CH3:1]. The yield is 0.860. (4) The reactants are [F:1][C:2]([F:45])([F:44])[C:3]1[CH:4]=[C:5]([C:13]([CH3:43])([CH3:42])[C:14]([N:16]([CH3:41])[C:17]2[C:18]([C:33]3[CH:38]=[CH:37][C:36]([F:39])=[CH:35][C:34]=3[CH3:40])=[CH:19][C:20]([C@@H:23]3[NH:27][C@:26]([CH3:32])([C:28](OC)=[O:29])[CH2:25][CH2:24]3)=[N:21][CH:22]=2)=[O:15])[CH:6]=[C:7]([C:9]([F:12])([F:11])[F:10])[CH:8]=1.CO.[NH3:48]. No catalyst specified. The product is [F:11][C:9]([F:12])([F:10])[C:7]1[CH:6]=[C:5]([C:13]([CH3:43])([CH3:42])[C:14]([N:16]([CH3:41])[C:17]2[C:18]([C:33]3[CH:38]=[CH:37][C:36]([F:39])=[CH:35][C:34]=3[CH3:40])=[CH:19][C:20]([C@@H:23]3[NH:27][C@:26]([CH3:32])([C:28]([NH2:48])=[O:29])[CH2:25][CH2:24]3)=[N:21][CH:22]=2)=[O:15])[CH:4]=[C:3]([C:2]([F:44])([F:45])[F:1])[CH:8]=1. The yield is 0.683. (5) The reactants are C(=O)([O-])O.[Na+].Cl.[NH2:7][OH:8].[F:9][C:10]1[C:17]([O:18][CH3:19])=[CH:16][CH:15]=[CH:14][C:11]=1[CH:12]=O. The catalyst is O.C(O)C. The product is [F:9][C:10]1[C:17]([O:18][CH3:19])=[CH:16][CH:15]=[CH:14][C:11]=1[CH:12]=[N:7][OH:8]. The yield is 0.850. (6) The reactants are C(OC([NH:8][C:9]1([C@@H:12]2[CH2:16][CH2:15][NH:14][CH2:13]2)[CH2:11][CH2:10]1)=O)(C)(C)C.C(N(CC)CC)C.[NH2:24][C:25]1[CH:34]=[C:33](F)[C:32]([CH3:36])=[C:31]2[C:26]=1[C:27](=[O:44])[C:28]([C:41]([OH:43])=[O:42])=[CH:29][N:30]2[C@@H:37]1[CH2:39][C@@H:38]1[F:40].Cl. The catalyst is C(OCC)(=O)C.CO.C(Cl)(Cl)Cl.CS(C)=O. The product is [NH2:24][C:25]1[CH:34]=[C:33]([N:14]2[CH2:15][CH2:16][C@@H:12]([C:9]3([NH2:8])[CH2:10][CH2:11]3)[CH2:13]2)[C:32]([CH3:36])=[C:31]2[C:26]=1[C:27](=[O:44])[C:28]([C:41]([OH:43])=[O:42])=[CH:29][N:30]2[C@@H:37]1[CH2:39][C@@H:38]1[F:40]. The yield is 0.0900.